From a dataset of Experimentally validated miRNA-target interactions with 360,000+ pairs, plus equal number of negative samples. Binary Classification. Given a miRNA mature sequence and a target amino acid sequence, predict their likelihood of interaction. The miRNA is hsa-miR-7157-5p with sequence UCAGCAUUCAUUGGCACCAGAGA. The protein sequence of the target gene is MSRLIVKNLPNGMKEERFRQLFAAFGTLTDCSLKFTKDGKFRKFGFIGFKSEEEAQKAQKHFNKSFIDTSRITVEFCKSFGDPAKPRAWSKHAQKPSQPKQPPKDSTTPEIKKDEKKKKVAGQLEKLKEDTEFQEFLSVHQRRAQAATWANDGLDAEPSKGKSKPASDYLNFDSDSGQESEEEGAGEDLEEEASLEPKAAVQKELSDMDYLKSKMVKAGSSSSSEEEESEDEAVHCDEGSEAEEEDSSATPVLQERDSKGAGQEQGMPAGKKRPPEARAETEKPANQKEPTTCHTVKLRG.... Result: 0 (no interaction).